From a dataset of Full USPTO retrosynthesis dataset with 1.9M reactions from patents (1976-2016). Predict the reactants needed to synthesize the given product. Given the product [CH2:24]([O:23][C:21]([N:19]1[CH2:18][C:17](=[O:31])[N:16]2[CH2:32][C@H:12]([C:10]3[N:4]4[CH:5]=[CH:6][N:7]=[C:2]([Cl:1])[C:3]4=[CH:8][N:9]=3)[CH2:13][CH2:14][C@@H:15]2[CH2:20]1)=[O:22])[C:25]1[CH:30]=[CH:29][CH:28]=[CH:27][CH:26]=1, predict the reactants needed to synthesize it. The reactants are: [Cl:1][C:2]1[C:3]([CH2:8][NH:9][C:10]([C@H:12]2[CH2:32][N:16]3[C:17](=[O:31])[CH2:18][N:19]([C:21]([O:23][CH2:24][C:25]4[CH:30]=[CH:29][CH:28]=[CH:27][CH:26]=4)=[O:22])[CH2:20][C@H:15]3[CH2:14][CH2:13]2)=O)=[N:4][CH:5]=[CH:6][N:7]=1.CN(C=O)C.N1C=CC=CC=1.O=P(Cl)(Cl)Cl.C(=O)(O)[O-].[Na+].